This data is from Full USPTO retrosynthesis dataset with 1.9M reactions from patents (1976-2016). The task is: Predict the reactants needed to synthesize the given product. (1) Given the product [CH2:13]([NH:1][C:2]1[CH:3]=[CH:4][C:5]([OH:12])=[C:6]([CH:11]=1)[C:7]([O:9][CH3:10])=[O:8])[C:14]1[CH:19]=[CH:18][CH:17]=[CH:16][CH:15]=1, predict the reactants needed to synthesize it. The reactants are: [NH2:1][C:2]1[CH:11]=[C:6]([C:7]([O:9][CH3:10])=[O:8])[C:5]([OH:12])=[CH:4][CH:3]=1.[CH:13](=O)[C:14]1[CH:19]=[CH:18][CH:17]=[CH:16][CH:15]=1.CC(O)=O.[BH3-]C#N.[Na+]. (2) Given the product [F:22][C:13]([F:12])([F:21])[C:14]1[CH:19]=[CH:18][CH:17]=[CH:16][C:15]=1[S:20][C:2]1[CH:3]=[N:4][C:5]2[C:10]([CH:11]=1)=[CH:9][CH:8]=[CH:7][CH:6]=2, predict the reactants needed to synthesize it. The reactants are: I[C:2]1[CH:3]=[N:4][C:5]2[C:10]([CH:11]=1)=[CH:9][CH:8]=[CH:7][CH:6]=2.[F:12][C:13]([F:22])([F:21])[C:14]1[CH:19]=[CH:18][CH:17]=[CH:16][C:15]=1[SH:20].C(O)CO.C([O-])([O-])=O.[K+].[K+]. (3) Given the product [C:43]([O:47][C:48]([NH:49][CH2:50][CH2:51][NH:52][C:2]1[CH:3]=[C:4]2[C:9](=[CH:10][C:11]=1[O:12][CH3:13])[N:8]=[CH:7][C:6]([C:14]([O:16][CH2:17][CH3:18])=[O:15])=[C:5]2[NH:19][C:20]1[CH:25]=[CH:24][CH:23]=[C:22]([CH2:26][O:27][Si:28]([C:31]([CH3:34])([CH3:33])[CH3:32])([CH3:30])[CH3:29])[C:21]=1[CH2:35][CH3:36])=[O:53])([CH3:46])([CH3:45])[CH3:44], predict the reactants needed to synthesize it. The reactants are: Br[C:2]1[CH:3]=[C:4]2[C:9](=[CH:10][C:11]=1[O:12][CH3:13])[N:8]=[CH:7][C:6]([C:14]([O:16][CH2:17][CH3:18])=[O:15])=[C:5]2[NH:19][C:20]1[CH:25]=[CH:24][CH:23]=[C:22]([CH2:26][O:27][Si:28]([C:31]([CH3:34])([CH3:33])[CH3:32])([CH3:30])[CH3:29])[C:21]=1[CH2:35][CH3:36].C(=O)([O-])[O-].[Cs+].[Cs+].[C:43]([O:47][C:48](=[O:53])[NH:49][CH2:50][CH2:51][NH2:52])([CH3:46])([CH3:45])[CH3:44]. (4) Given the product [C:12]([O:15][C:16]1[CH:21]=[CH:20][C:19]([N:22]2[C:42]([CH3:43])=[C:38]([Cl:37])[C:39]([CH3:40])=[N:23]2)=[C:18]([OH:24])[CH:17]=1)(=[O:14])[CH3:13], predict the reactants needed to synthesize it. The reactants are: CC1C=CC(S(O)(=O)=O)=CC=1.[C:12]([O:15][C:16]1[CH:21]=[CH:20][C:19]([NH:22][NH2:23])=[C:18]([OH:24])[CH:17]=1)(=[O:14])[CH3:13].C(OC1C=CC(N)=C(O)C=1)(=O)C.[Cl:37][CH:38]([C:42](=O)[CH3:43])[C:39](=O)[CH3:40]. (5) The reactants are: C[O:2][C:3]([C:5]1[C:6]([C:24]2[CH:29]=[CH:28][C:27]([C:30]([OH:32])=O)=[CH:26][CH:25]=2)=[CH:7][CH:8]=[C:9]([C:11]2[S:12][CH:13]=[C:14]([C:16]3[CH:21]=[CH:20][C:19]([Cl:22])=[C:18]([Cl:23])[CH:17]=3)[N:15]=2)[CH:10]=1)=[O:4].[NH2:33][CH2:34][CH2:35][CH2:36][N:37]1[CH2:42][CH2:41][O:40][CH2:39][CH2:38]1. Given the product [Cl:23][C:18]1[CH:17]=[C:16]([C:14]2[N:15]=[C:11]([C:9]3[CH:10]=[C:5]([C:3]([OH:2])=[O:4])[C:6]([C:24]4[CH:25]=[CH:26][C:27]([C:30](=[O:32])[NH:33][CH2:34][CH2:35][CH2:36][N:37]5[CH2:42][CH2:41][O:40][CH2:39][CH2:38]5)=[CH:28][CH:29]=4)=[CH:7][CH:8]=3)[S:12][CH:13]=2)[CH:21]=[CH:20][C:19]=1[Cl:22], predict the reactants needed to synthesize it.